This data is from Full USPTO retrosynthesis dataset with 1.9M reactions from patents (1976-2016). The task is: Predict the reactants needed to synthesize the given product. (1) Given the product [Cl:27][C:22]1[CH:21]=[C:20]([NH:19][C:5]2[C:4]3[C:9](=[C:10]([C:12]([N:14]([CH3:15])[CH3:16])=[O:13])[CH:11]=[C:2]([NH:1][CH2:33][C:32]4[CH:35]=[CH:36][CH:37]=[C:30]([C:28]#[N:29])[CH:31]=4)[CH:3]=3)[N:8]=[CH:7][C:6]=2[C:17]#[N:18])[CH:25]=[CH:24][C:23]=1[F:26], predict the reactants needed to synthesize it. The reactants are: [NH2:1][C:2]1[CH:3]=[C:4]2[C:9](=[C:10]([C:12]([N:14]([CH3:16])[CH3:15])=[O:13])[CH:11]=1)[N:8]=[CH:7][C:6]([C:17]#[N:18])=[C:5]2[NH:19][C:20]1[CH:25]=[CH:24][C:23]([F:26])=[C:22]([Cl:27])[CH:21]=1.[C:28]([C:30]1[CH:31]=[C:32]([CH:35]=[CH:36][CH:37]=1)[CH:33]=O)#[N:29].[BH3-]C#N.[Na+]. (2) Given the product [Cl:1][C:2]1[C:3]([CH2:12][N:13]2[C:17]3[CH:18]=[C:19]([CH2:23][O:24][C:27]4[N:32]=[C:31]([C:33]([O:35][CH3:36])=[O:34])[CH:30]=[CH:29][CH:28]=4)[CH:20]=[C:21]([CH3:22])[C:16]=3[N:15]=[C:14]2[CH3:25])=[N:4][CH:5]=[C:6]([C:8]([F:11])([F:9])[F:10])[CH:7]=1, predict the reactants needed to synthesize it. The reactants are: [Cl:1][C:2]1[C:3]([CH2:12][N:13]2[C:17]3[CH:18]=[C:19]([CH2:23][OH:24])[CH:20]=[C:21]([CH3:22])[C:16]=3[N:15]=[C:14]2[CH3:25])=[N:4][CH:5]=[C:6]([C:8]([F:11])([F:10])[F:9])[CH:7]=1.O[C:27]1[N:32]=[C:31]([C:33]([O:35][CH3:36])=[O:34])[CH:30]=[CH:29][CH:28]=1. (3) Given the product [Cl:1][C:2]1[CH:21]=[CH:20][C:5]([C:6]([NH:8][C:9]2[CH:10]=[C:11]([CH:16]=[CH:17][C:18]=2[CH3:19])[C:12]([OH:14])=[O:13])=[O:7])=[CH:4][N:3]=1, predict the reactants needed to synthesize it. The reactants are: [Cl:1][C:2]1[CH:21]=[CH:20][C:5]([C:6]([NH:8][C:9]2[CH:10]=[C:11]([CH:16]=[CH:17][C:18]=2[CH3:19])[C:12]([O:14]C)=[O:13])=[O:7])=[CH:4][N:3]=1.[OH-].[Na+].